Dataset: Full USPTO retrosynthesis dataset with 1.9M reactions from patents (1976-2016). Task: Predict the reactants needed to synthesize the given product. (1) Given the product [O:1]([CH2:2][CH2:3][N:4]1[C:5](=[O:14])[C:6]2[C:11](=[CH:10][CH:9]=[CH:8][CH:7]=2)[C:12]1=[O:13])[C:33]1[CH:38]=[CH:37][CH:36]=[CH:35][CH:34]=1, predict the reactants needed to synthesize it. The reactants are: [OH:1][CH2:2][CH2:3][N:4]1[C:12](=[O:13])[C:11]2[C:6](=[CH:7][CH:8]=[CH:9][CH:10]=2)[C:5]1=[O:14].C1CCN(C(N=NC(N2CCCCC2)=O)=O)CC1.[C:33]1(P([C:33]2[CH:38]=[CH:37][CH:36]=[CH:35][CH:34]=2)[C:33]2[CH:38]=[CH:37][CH:36]=[CH:35][CH:34]=2)[CH:38]=[CH:37][CH:36]=[CH:35][CH:34]=1.C1(O)C=CC=CC=1. (2) Given the product [CH2:1]([C:5]1[N:6]=[C:7]2[CH:24]=[CH:23][CH:22]=[CH:21][N:8]2[C:9](=[O:20])[C:10]=1[C:11]1[CH:12]=[C:13]2[C:17](=[CH:18][CH:19]=1)[NH:16][CH2:15][CH2:14]2)[CH2:2][CH2:3][CH3:4], predict the reactants needed to synthesize it. The reactants are: [CH2:1]([C:5]1[N:6]=[C:7]2[CH:24]=[CH:23][CH:22]=[CH:21][N:8]2[C:9](=[O:20])[C:10]=1[C:11]1[CH:12]=[C:13]2[C:17](=[CH:18][CH:19]=1)[NH:16][CH:15]=[CH:14]2)[CH2:2][CH2:3][CH3:4].C([BH3-])#N.[Na+]. (3) Given the product [CH3:13][NH:14][C:2]1[CH:7]=[CH:6][C:5]([S:8][C:9]([F:12])([F:11])[F:10])=[CH:4][N:3]=1, predict the reactants needed to synthesize it. The reactants are: Cl[C:2]1[CH:7]=[CH:6][C:5]([S:8][C:9]([F:12])([F:11])[F:10])=[CH:4][N:3]=1.[CH3:13][N:14]1C(=O)CCC1.CN.C(=O)([O-])[O-].[K+].[K+]. (4) Given the product [Si:1]([CH2:11][CH2:12][CH2:13][NH:14][C:15]([NH:17][CH2:18][CH2:19][S:21][CH2:19][CH2:18][NH:17][C:15]([NH:14][CH2:13][CH2:12][CH2:11][Si:1]([O:2][CH2:3][CH3:4])([O:5][CH2:6][CH3:7])[O:8][CH2:9][CH3:10])=[O:16])=[O:16])([O:8][CH2:9][CH3:10])([O:5][CH2:6][CH3:7])[O:2][CH2:3][CH3:4], predict the reactants needed to synthesize it. The reactants are: [Si:1]([CH2:11][CH2:12][CH2:13][NH:14][C:15]([NH:17][CH2:18][CH2:19]Cl)=[O:16])([O:8][CH2:9][CH3:10])([O:5][CH2:6][CH3:7])[O:2][CH2:3][CH3:4].[S-2:21].[Na+].[Na+]. (5) Given the product [CH3:19][C:20]1([CH3:22])[N:4]([CH2:1][CH2:2][CH3:3])[C:5]2[CH:9]=[C:8]([C:10]3[CH:15]=[CH:14][N:13]=[CH:12][CH:11]=3)[S:7][C:6]=2[C:16](=[O:17])[NH:18]1, predict the reactants needed to synthesize it. The reactants are: [CH2:1]([NH:4][C:5]1[CH:9]=[C:8]([C:10]2[CH:15]=[CH:14][N:13]=[CH:12][CH:11]=2)[S:7][C:6]=1[C:16]([NH2:18])=[O:17])[CH2:2][CH3:3].[CH3:19][C:20]([CH3:22])=O.O.C1(C)C=CC(S(O)(=O)=O)=CC=1.C(=O)([O-])O.[Na+]. (6) Given the product [C:5]([C:7]1[C:8]([Cl:18])=[C:9]([CH:13]=[C:14]([F:17])[C:15]=1[Cl:16])[C:10]([Cl:19])=[O:11])#[N:6], predict the reactants needed to synthesize it. The reactants are: S(Cl)(Cl)=O.[C:5]([C:7]1[C:8]([Cl:18])=[C:9]([CH:13]=[C:14]([F:17])[C:15]=1[Cl:16])[C:10](O)=[O:11])#[N:6].[ClH:19].S(=O)=O. (7) Given the product [Br:35][C:36]1[N:41]=[C:40]([CH:42]([O:20][C:21]2[CH:26]=[CH:25][C:24]([O:27][CH2:28][C:29]([O:31][CH2:32][CH3:33])=[O:30])=[C:23]([CH3:34])[CH:22]=2)[CH2:43][O:44][Si:45]([C:48]([CH3:51])([CH3:50])[CH3:49])([CH3:47])[CH3:46])[CH:39]=[CH:38][CH:37]=1, predict the reactants needed to synthesize it. The reactants are: C1C=CC(P(C2C=CC=CC=2)C2C=CC=CC=2)=CC=1.[OH:20][C:21]1[CH:26]=[CH:25][C:24]([O:27][CH2:28][C:29]([O:31][CH2:32][CH3:33])=[O:30])=[C:23]([CH3:34])[CH:22]=1.[Br:35][C:36]1[N:41]=[C:40]([CH:42](O)[CH2:43][O:44][Si:45]([C:48]([CH3:51])([CH3:50])[CH3:49])([CH3:47])[CH3:46])[CH:39]=[CH:38][CH:37]=1.CC(OC(/N=N/C(OC(C)C)=O)=O)C. (8) The reactants are: [CH3:1][CH:2]1[CH2:7][CH2:6][N:5]([C:8]2[C:13]([CH2:14][NH2:15])=[CH:12][CH:11]=[C:10]([C:16]([F:19])([F:18])[F:17])[N:9]=2)[CH2:4][CH2:3]1.C(N(CC)CC)C.[OH:27][CH2:28][CH2:29][N:30]([CH3:47])[C:31]1[N:36]=[CH:35][C:34]([NH:37][C:38](=O)[O:39]C2C=CC=CC=2)=[CH:33][CH:32]=1. Given the product [OH:27][CH2:28][CH2:29][N:30]([CH3:47])[C:31]1[N:36]=[CH:35][C:34]([NH:37][C:38]([NH:15][CH2:14][C:13]2[C:8]([N:5]3[CH2:4][CH2:3][CH:2]([CH3:1])[CH2:7][CH2:6]3)=[N:9][C:10]([C:16]([F:19])([F:17])[F:18])=[CH:11][CH:12]=2)=[O:39])=[CH:33][CH:32]=1, predict the reactants needed to synthesize it. (9) The reactants are: [BH4-].[Na+].[Cl:3][C:4]1[CH:5]=[C:6]([NH:11][C:12]2[C:13]3[N:22]=[C:21]([Cl:23])[N:20]=[C:19](Cl)[C:14]=3[N:15]=[C:16]([Cl:18])[N:17]=2)[CH:7]=[CH:8][C:9]=1[F:10]. Given the product [Cl:3][C:4]1[CH:5]=[C:6]([NH:11][C:12]2[C:13]3[N:22]=[C:21]([Cl:23])[NH:20][CH2:19][C:14]=3[N:15]=[C:16]([Cl:18])[N:17]=2)[CH:7]=[CH:8][C:9]=1[F:10], predict the reactants needed to synthesize it. (10) The reactants are: C(O)(=O)C.[F:5][C:6]([F:26])([F:25])[C:7]([NH:9][C:10]1[CH:15]=[C:14]([CH3:16])[C:13]([CH:17]2[CH2:22][CH2:21][NH:20][CH2:19][CH2:18]2)=[CH:12][C:11]=1[O:23][CH3:24])=[O:8].[CH:27]([S:29]([CH3:32])(=[O:31])=[O:30])=[CH2:28]. Given the product [F:26][C:6]([F:5])([F:25])[C:7]([NH:9][C:10]1[CH:15]=[C:14]([CH3:16])[C:13]([CH:17]2[CH2:22][CH2:21][N:20]([CH2:28][CH2:27][S:29]([CH3:32])(=[O:31])=[O:30])[CH2:19][CH2:18]2)=[CH:12][C:11]=1[O:23][CH3:24])=[O:8], predict the reactants needed to synthesize it.